This data is from Full USPTO retrosynthesis dataset with 1.9M reactions from patents (1976-2016). The task is: Predict the reactants needed to synthesize the given product. Given the product [CH:32]([C:35]1[CH:41]=[CH:40][CH:39]=[CH:38][C:36]=1[NH:37][C:42]([NH:50][CH2:25][C:22]1[CH:21]=[CH:20][C:19]([C:16]2[N:17]=[CH:18][N:14]([C:11]3[CH:12]=[CH:13][C:8]([O:7][C:2]([F:1])([F:31])[C:3]([F:6])([F:5])[F:4])=[CH:9][CH:10]=3)[N:15]=2)=[CH:24][CH:23]=1)=[O:45])([CH3:34])[CH3:33], predict the reactants needed to synthesize it. The reactants are: [F:1][C:2]([F:31])([O:7][C:8]1[CH:13]=[CH:12][C:11]([N:14]2[CH:18]=[N:17][C:16]([C:19]3[CH:24]=[CH:23][C:22]([CH2:25]C(N=[N+]=[N-])=O)=[CH:21][CH:20]=3)=[N:15]2)=[CH:10][CH:9]=1)[C:3]([F:6])([F:5])[F:4].[CH:32]([C:35]1[CH:41]=[CH:40][CH:39]=[CH:38][C:36]=1[NH2:37])([CH3:34])[CH3:33].[C:42](=[O:45])([O-])[O-].[Cs+].[Cs+].C(#[N:50])C.